Task: Predict the product of the given reaction.. Dataset: Forward reaction prediction with 1.9M reactions from USPTO patents (1976-2016) Given the reactants [C:1]([NH2:5])(=[O:4])[CH2:2][CH3:3].[CH3:6][C:7]([N:9]([CH3:11])[CH3:10])=O.[CH3:6][C:7]([N:9]([CH3:11])[CH3:10])=O, predict the reaction product. The product is: [CH3:10][N:9]([CH3:11])[C:7](=[N:5][C:1](=[O:4])[CH2:2][CH3:3])[CH3:6].